This data is from Full USPTO retrosynthesis dataset with 1.9M reactions from patents (1976-2016). The task is: Predict the reactants needed to synthesize the given product. (1) Given the product [NH2:1][C:2]1[N:7]=[C:6]([CH2:8][CH2:9][C:10]([NH:12][C:13]2[CH:18]=[CH:17][CH:16]=[CH:15][CH:14]=2)=[O:11])[C:5]([C:19]2[CH:24]=[CH:23][C:22]([NH:25][CH2:34][C:33]3[CH:36]=[CH:37][C:30]([Cl:29])=[CH:31][CH:32]=3)=[CH:21][CH:20]=2)=[C:4]([NH2:28])[N:3]=1, predict the reactants needed to synthesize it. The reactants are: [NH2:1][C:2]1[N:7]=[C:6]([CH2:8][CH2:9][C:10]([NH:12][C:13]2[CH:18]=[CH:17][CH:16]=[CH:15][CH:14]=2)=[O:11])[C:5]([C:19]2[CH:24]=[CH:23][C:22]([N+:25]([O-])=O)=[CH:21][CH:20]=2)=[C:4]([NH2:28])[N:3]=1.[Cl:29][C:30]1[CH:37]=[CH:36][C:33]([CH:34]=O)=[CH:32][CH:31]=1.[BH3-]C#N.[Na+]. (2) Given the product [CH3:40][O:39][CH2:38][CH2:37][O:36][C:34](=[O:35])[NH:1][CH2:2][C@@H:3]1[CH2:7][CH2:6][N:5]([C:8]2[C:17]3[C:12](=[CH:13][C:14]([CH3:18])=[CH:15][CH:16]=3)[N:11]=[C:10]([C:19]3[CH:24]=[CH:23][CH:22]=[CH:21][C:20]=3[OH:25])[N:9]=2)[CH2:4]1, predict the reactants needed to synthesize it. The reactants are: [NH2:1][CH2:2][C@@H:3]1[CH2:7][CH2:6][N:5]([C:8]2[C:17]3[C:12](=[CH:13][C:14]([CH3:18])=[CH:15][CH:16]=3)[N:11]=[C:10]([C:19]3[CH:24]=[CH:23][CH:22]=[CH:21][C:20]=3[OH:25])[N:9]=2)[CH2:4]1.C(N(CC)CC)C.Cl[C:34]([O:36][CH2:37][CH2:38][O:39][CH3:40])=[O:35].